Dataset: Forward reaction prediction with 1.9M reactions from USPTO patents (1976-2016). Task: Predict the product of the given reaction. Given the reactants [F:1][C:2]([F:7])([F:6])[C:3]([OH:5])=[O:4].FC(F)(F)C(O)=O.[Cl:15][C:16]1[CH:17]=[N:18][C:19]2[NH:20][C:21]3[CH:22]=[CH:23][CH:24]=[C:25]([CH:47]=3)[CH2:26][CH2:27][C:28]3[CH:36]=[C:32]([NH:33][C:34]=1[N:35]=2)[CH:31]=[CH:30][C:29]=3[NH:37][C:38](=[O:46])[CH2:39][CH:40]1[CH2:45][CH2:44][NH:43][CH2:42][CH2:41]1.[N:48]([CH:51]([CH3:53])[CH3:52])=[C:49]=[O:50], predict the reaction product. The product is: [F:1][C:2]([F:7])([F:6])[C:3]([OH:5])=[O:4].[Cl:15][C:16]1[CH:17]=[N:18][C:19]2[NH:20][C:21]3[CH:22]=[CH:23][CH:24]=[C:25]([CH:47]=3)[CH2:26][CH2:27][C:28]3[CH:36]=[C:32]([NH:33][C:34]=1[N:35]=2)[CH:31]=[CH:30][C:29]=3[NH:37][C:38](=[O:46])[CH2:39][CH:40]1[CH2:45][CH2:44][N:43]([C:49]([NH:48][CH:51]([CH3:53])[CH3:52])=[O:50])[CH2:42][CH2:41]1.